Dataset: Full USPTO retrosynthesis dataset with 1.9M reactions from patents (1976-2016). Task: Predict the reactants needed to synthesize the given product. (1) Given the product [CH3:2][O:3][CH:24]=[C:25]([C:28]1[S:34][C:33]([C:39]2[CH:44]=[CH:43][C:42]([C:45]([F:48])([F:46])[F:47])=[CH:41][CH:40]=2)=[N:32][C:31]=1[CH3:30])[CH3:26], predict the reactants needed to synthesize it. The reactants are: [Cl-].[CH3:2][O:3]C[P+](C1C=CC=CC=1)(C1C=CC=CC=1)C1C=CC=CC=1.[CH3:24][C:25]([CH3:28])([O-])[CH3:26].[K+].[CH3:30][C:31]1[N:32]=[C:33]([C:39]2[CH:44]=[CH:43][C:42]([C:45]([F:48])([F:47])[F:46])=[CH:41][CH:40]=2)[S:34]C=1C(=O)C. (2) Given the product [CH3:1][C:2]1[S:3][C:4]2[CH:10]=[C:9]([N+:11]([O-:13])=[O:12])[CH:8]=[CH:7][C:5]=2[N:6]=1, predict the reactants needed to synthesize it. The reactants are: [CH3:1][C:2]1[S:3][C:4]2[CH:10]=[CH:9][CH:8]=[CH:7][C:5]=2[N:6]=1.[N+:11]([O-])([OH:13])=[O:12]. (3) Given the product [F:36][C:34]1[CH:33]=[CH:32][C:31]([S:37][CH3:38])=[C:30]([C:28]2[N:27]=[C:26]([S:39][CH3:40])[N:25]=[C:24]([C:51]3[CH:52]=[CH:53][C:48]([NH:47][C:45]([NH:44][CH2:43][CH2:42][OH:41])=[O:46])=[CH:49][CH:50]=3)[CH:29]=2)[CH:35]=1, predict the reactants needed to synthesize it. The reactants are: FC1C=C(C2N=C(SC)N=C(N3CCOC[C@@H]3C)C=2)C=NC=1.Cl[C:24]1[CH:29]=[C:28]([C:30]2[CH:35]=[C:34]([F:36])[CH:33]=[CH:32][C:31]=2[S:37][CH3:38])[N:27]=[C:26]([S:39][CH3:40])[N:25]=1.[OH:41][CH2:42][CH2:43][NH:44][C:45]([NH:47][C:48]1[CH:53]=[CH:52][C:51](B2OC(C)(C)C(C)(C)O2)=[CH:50][CH:49]=1)=[O:46]. (4) Given the product [CH3:8][C:6]1[C:5]([CH:9]([CH2:14][CH2:15][CH3:16])[C:10]([O:12][CH3:13])=[O:11])=[C:4]([C:17]2[CH:22]=[CH:21][C:20]([CH3:23])=[CH:19][CH:18]=2)[N:3]=[C:2]([N:27]2[CH2:28][CH2:29][CH2:30][CH:25]([CH3:24])[CH2:26]2)[N:7]=1, predict the reactants needed to synthesize it. The reactants are: Cl[C:2]1[N:7]=[C:6]([CH3:8])[C:5]([CH:9]([CH2:14][CH2:15][CH3:16])[C:10]([O:12][CH3:13])=[O:11])=[C:4]([C:17]2[CH:22]=[CH:21][C:20]([CH3:23])=[CH:19][CH:18]=2)[N:3]=1.[CH3:24][CH:25]1[CH2:30][CH2:29][CH2:28][NH:27][CH2:26]1.C(N(CC)CC)C.C(=O)([O-])O.[Na+]. (5) The reactants are: Cl[C:2]1[CH:7]=[C:6]([Cl:8])[N:5]=[N:4][C:3]=1[C:9]([O:11][CH2:12][CH3:13])=[O:10].[CH:14]([O:17][C:18]1[N:23]=[C:22]([NH2:24])[CH:21]=[CH:20][CH:19]=1)([CH3:16])[CH3:15]. Given the product [Cl:8][C:6]1[N:5]=[N:4][C:3]([C:9]([O:11][CH2:12][CH3:13])=[O:10])=[C:2]([NH:24][C:22]2[CH:21]=[CH:20][CH:19]=[C:18]([O:17][CH:14]([CH3:16])[CH3:15])[N:23]=2)[CH:7]=1, predict the reactants needed to synthesize it. (6) The reactants are: [N+:1]([C:4]1[CH:9]=[CH:8][C:7]([N+:10]([O-:12])=[O:11])=[CH:6][C:5]=1F)([O-:3])=[O:2].CO[C:16]1[C:21]([CH3:22])=[C:20]([CH3:23])[C:19](OC)=[C:18]([CH3:26])[C:17]=1[OH:27]. Given the product [N+:1]([C:4]1[CH:9]=[CH:8][C:7]([N+:10]([O-:12])=[O:11])=[CH:6][C:5]=1[O:27][C:17]1[C:18]([CH3:26])=[CH:19][C:20]([CH3:23])=[C:21]([CH3:22])[CH:16]=1)([O-:3])=[O:2], predict the reactants needed to synthesize it.